Predict the reaction yield, written as a fraction of the theoretical maximum amount of product (1.0 means a 100% yield; for example, 0.34 means a 34% yield). From a dataset of Reaction yield outcomes from USPTO patents with 853,638 reactions. (1) The reactants are C(OC(N1[CH2:13][CH2:12][N:11]([CH2:14][C:15]2S[C:18]([C:20]3[CH:25]=[CH:24][CH:23]=[CH:22][CH:21]=3)=[N:17][C:16]=2[C:26]([OH:28])=[O:27])[CH2:10][CH2:9]1)=O)(C)(C)C.N1(C(OC(C)(C)C)=[O:36])CCNCC1. No catalyst specified. The product is [C:20]1([C:18]2[O:36][C:15]([CH2:14][N:11]3[CH2:12][CH2:13][CH2:9][CH2:10]3)=[C:16]([C:26]([OH:28])=[O:27])[N:17]=2)[CH:25]=[CH:24][CH:23]=[CH:22][CH:21]=1. The yield is 0.380. (2) The yield is 1.00. The product is [F:20][C:16]1[CH:15]=[C:14]2[C:19]([C:11]([C:9]3[CH:8]=[N:7][N:6]([CH:4]4[CH2:3][N:2]([C:42]([NH2:41])=[O:43])[CH2:5]4)[CH:10]=3)=[CH:12][N:13]2[S:21]([C:24]2[CH:29]=[CH:28][CH:27]=[CH:26][CH:25]=2)(=[O:22])=[O:23])=[CH:18][CH:17]=1. The reactants are Cl.[NH:2]1[CH2:5][CH:4]([N:6]2[CH:10]=[C:9]([C:11]3[C:19]4[C:14](=[CH:15][C:16]([F:20])=[CH:17][CH:18]=4)[N:13]([S:21]([C:24]4[CH:29]=[CH:28][CH:27]=[CH:26][CH:25]=4)(=[O:23])=[O:22])[CH:12]=3)[CH:8]=[N:7]2)[CH2:3]1.CCN(CC)CC.[Si]([N:41]=[C:42]=[O:43])(C)(C)C. No catalyst specified. (3) The reactants are C(O[BH-](OC(=O)C)OC(=O)C)(=O)C.[Na+].O=[C:16]1[CH2:21][CH2:20][N:19]([C:22]([O:24][C:25]([CH3:28])([CH3:27])[CH3:26])=[O:23])[CH2:18][CH2:17]1.[CH3:29][C:30]1[CH:36]=[C:35]([CH3:37])[CH:34]=[C:33]([CH3:38])[C:31]=1[NH2:32].C(O)(=O)C.C(=O)([O-])O.[Na+]. The catalyst is C(Cl)Cl. The product is [C:30]1([CH3:29])[CH:36]=[C:35]([CH3:37])[CH:34]=[C:33]([CH3:38])[C:31]=1[NH:32][CH:16]1[CH2:21][CH2:20][N:19]([C:22]([O:24][C:25]([CH3:28])([CH3:27])[CH3:26])=[O:23])[CH2:18][CH2:17]1. The yield is 0.710.